This data is from M1 muscarinic receptor antagonist screen with 61,756 compounds. The task is: Binary Classification. Given a drug SMILES string, predict its activity (active/inactive) in a high-throughput screening assay against a specified biological target. (1) The molecule is S(CC(=O)N1CCCCC1)c1n(c2c(cccc2)C)c(O)c(CC)c(=O)n1. The result is 0 (inactive). (2) The result is 0 (inactive). The compound is S(c1n(c(nn1)C(N(C)C)C)c1ccc(F)cc1)c1n(nnn1)c1ccccc1. (3) The compound is Clc1c(N2CCC(CC2)C(=O)NCC(C)C)ccc(S(=O)(=O)N2CCOCC2)c1. The result is 0 (inactive). (4) The compound is N1(C2CCCC2)CCN(CC1)C(CC)c1n(nnn1)C(C)C. The result is 0 (inactive). (5) The drug is O=C(N1CCN(CC1)c1c(OC)cccc1)Cn1nc(ccc1=O)c1ccc(OC)cc1. The result is 0 (inactive). (6) The drug is s1c(c(n2c1nc(c2)c1ccccc1)C)C(=O)NCCCN1CCOCC1. The result is 0 (inactive). (7) The drug is O(CC(O)Cn1nc(cc1C)C)c1c(cccc1)C(=O)Nc1ccccc1. The result is 0 (inactive). (8) The compound is Clc1ccc(Oc2cc(CN3CCN(CC3)CCO)ccc2)cc1. The result is 1 (active).